This data is from hERG Central: cardiac toxicity at 1µM, 10µM, and general inhibition. The task is: Predict hERG channel inhibition at various concentrations. (1) The drug is CN1CCN(CC(=O)Nc2ccc([N+](=O)[O-])cc2C(=O)c2ccccc2)CC1. Results: hERG_inhib (hERG inhibition (general)): blocker. (2) The molecule is COc1ccc(CNC(=O)CSc2n[nH]c(N)n2)cc1OC. Results: hERG_inhib (hERG inhibition (general)): blocker.